From a dataset of Forward reaction prediction with 1.9M reactions from USPTO patents (1976-2016). Predict the product of the given reaction. (1) Given the reactants [Cl:1][C:2]1[C:11]2[C:6](=[CH:7][C:8]([OH:14])=[C:9]([O:12][CH3:13])[CH:10]=2)[N:5]=[CH:4][N:3]=1.[CH3:15][N:16]([CH3:21])[CH2:17][CH2:18][CH2:19]O, predict the reaction product. The product is: [Cl:1][C:2]1[C:11]2[C:6](=[CH:7][C:8]([O:14][CH2:19][CH2:18][CH2:17][N:16]([CH3:21])[CH3:15])=[C:9]([O:12][CH3:13])[CH:10]=2)[N:5]=[CH:4][N:3]=1. (2) Given the reactants [CH3:1][O:2][CH2:3][CH2:4][O:5][C:6]1[CH:7]=[C:8]2[C:12](=[C:13]([N:15]([CH3:25])[S:16]([C:19]3[CH:24]=[CH:23][CH:22]=[CH:21][N:20]=3)(=[O:18])=[O:17])[CH:14]=1)[NH:11][C:10]([C:26]([OH:28])=O)=[CH:9]2.Cl.[CH3:30][O:31][C:32](=[O:44])[C@H:33]([CH2:35][S:36][CH2:37][C:38]1[CH:43]=[CH:42][CH:41]=[CH:40][CH:39]=1)[NH2:34].N1(O)C2C=CC=CC=2N=N1.Cl.CN(C)CCCN=C=NCC, predict the reaction product. The product is: [CH3:30][O:31][C:32](=[O:44])[C@H:33]([CH2:35][S:36][CH2:37][C:38]1[CH:43]=[CH:42][CH:41]=[CH:40][CH:39]=1)[NH:34][C:26]([C:10]1[NH:11][C:12]2[C:8]([CH:9]=1)=[CH:7][C:6]([O:5][CH2:4][CH2:3][O:2][CH3:1])=[CH:14][C:13]=2[N:15]([CH3:25])[S:16]([C:19]1[CH:24]=[CH:23][CH:22]=[CH:21][N:20]=1)(=[O:18])=[O:17])=[O:28]. (3) The product is: [F:33][C:27]1[CH:28]=[CH:29][CH:30]=[C:31]([F:32])[C:26]=1[S:23]([NH:22][C:20]1[CH:21]=[C:16]([C:9]2[N:10]=[C:11]([CH:13]([CH3:15])[CH3:14])[S:12][C:8]=2[C:6]2[CH:5]=[CH:4][N:3]=[C:2]([NH:44][CH2:43][CH2:42][CH2:41][N:35]3[CH2:40][CH2:39][O:38][CH2:37][CH2:36]3)[N:7]=2)[CH:17]=[CH:18][C:19]=1[F:34])(=[O:25])=[O:24]. Given the reactants Cl[C:2]1[N:7]=[C:6]([C:8]2[S:12][C:11]([CH:13]([CH3:15])[CH3:14])=[N:10][C:9]=2[C:16]2[CH:17]=[CH:18][C:19]([F:34])=[C:20]([NH:22][S:23]([C:26]3[C:31]([F:32])=[CH:30][CH:29]=[CH:28][C:27]=3[F:33])(=[O:25])=[O:24])[CH:21]=2)[CH:5]=[CH:4][N:3]=1.[N:35]1([CH2:41][CH2:42][CH2:43][NH2:44])[CH2:40][CH2:39][O:38][CH2:37][CH2:36]1, predict the reaction product. (4) Given the reactants [NH2:1][C:2]1[S:3][C:4]2[CH2:15][CH2:14][CH:13]([CH2:16][C:17]([O:19][CH2:20][CH3:21])=[O:18])[CH2:12][C:5]=2[C:6]=1[C:7](OCC)=[O:8].[CH:22]([NH2:24])=O, predict the reaction product. The product is: [OH:8][C:7]1[C:6]2[C:5]3[CH2:12][CH:13]([CH2:16][C:17]([O:19][CH2:20][CH3:21])=[O:18])[CH2:14][CH2:15][C:4]=3[S:3][C:2]=2[N:1]=[CH:22][N:24]=1. (5) Given the reactants [NH2:1][C:2](=[NH:9])[CH2:3][C:4]([O:6][CH2:7][CH3:8])=[O:5].C1CCN2C(=NCCC2)CC1.C(O[CH:24]=[CH:25][C:26](=O)[C:27]([F:30])([F:29])[F:28])C, predict the reaction product. The product is: [NH2:9][C:2]1[N:1]=[C:26]([C:27]([F:30])([F:29])[F:28])[CH:25]=[CH:24][C:3]=1[C:4]([O:6][CH2:7][CH3:8])=[O:5]. (6) Given the reactants CC(C)([O-])C.[K+].C(S[N:12]=[N:13][C:14]1[CH:15]=[C:16]([CH:20]=[CH:21][C:22]=1[CH3:23])[C:17]([OH:19])=[O:18])(C)(C)C.Cl, predict the reaction product. The product is: [NH:13]1[C:14]2[C:22](=[CH:21][CH:20]=[C:16]([C:17]([OH:19])=[O:18])[CH:15]=2)[CH:23]=[N:12]1. (7) The product is: [CH3:1][C:2]1[N:7]=[CH:6][C:5]([CH2:8][NH:9][C:10]([C:12]2[CH:17]=[C:16]([C:29]3[CH:30]=[CH:31][CH:32]=[CH:33][C:28]=3[C:27]([F:38])([F:37])[F:26])[CH:15]=[C:14]([C:19]3[CH:24]=[CH:23][C:22]([CH3:25])=[CH:21][CH:20]=3)[CH:13]=2)=[O:11])=[CH:4][CH:3]=1. Given the reactants [CH3:1][C:2]1[N:7]=[CH:6][C:5]([CH2:8][NH:9][C:10]([C:12]2[CH:13]=[C:14]([C:19]3[CH:24]=[CH:23][C:22]([CH3:25])=[CH:21][CH:20]=3)[CH:15]=[C:16](Br)[CH:17]=2)=[O:11])=[CH:4][CH:3]=1.[F:26][C:27]([F:38])([F:37])[C:28]1[CH:33]=[CH:32][CH:31]=[CH:30][C:29]=1B(O)O.C(=O)([O-])[O-].[Cs+].[Cs+].O.CN(C)C=O, predict the reaction product. (8) The product is: [OH:3][CH:1]([C:4]1[C:9]2=[N:10][C:11]([N:15]3[CH2:20][CH2:19][O:18][CH2:17][CH2:16]3)=[CH:12][C:13](=[O:14])[N:8]2[CH:7]=[C:6]([CH3:21])[CH:5]=1)[CH3:2]. Given the reactants [C:1]([C:4]1[C:9]2=[N:10][C:11]([N:15]3[CH2:20][CH2:19][O:18][CH2:17][CH2:16]3)=[CH:12][C:13](=[O:14])[N:8]2[CH:7]=[C:6]([CH3:21])[CH:5]=1)(=[O:3])[CH3:2].[BH4-].[Na+].O, predict the reaction product. (9) Given the reactants [NH:1]1[C:5](=[O:6])[CH2:4][CH2:3][C@H:2]1[C:7]([NH:9][C@H:10]([C:36]([NH:38][C@H:39]([C:50]([NH:52][C@H:53]([C:60]([NH:62][C@H:63]([C:76]([NH:78][C@@H:79]([C:93]([NH:95][C@H:96]([C:101]([NH:103][C@H:104]([C:129]([N:131]1[CH2:138][CH2:137][CH2:136][C@H:132]1[C:133]([NH2:135])=[O:134])=[O:130])[CH2:105][CH2:106][CH2:107][NH:108][C:109](=[NH:128])[NH:110]S(C1C(C)=C2C(OC(C2)(C)C)=C(C)C=1C)(=O)=O)=[O:102])[CH2:97][CH:98]([CH3:100])[CH3:99])=[O:94])[CH2:80][C:81]1[N:85]=[CH:84][N:83]([CH2:86][C:87]2[CH:92]=[CH:91][CH:90]=[CH:89][CH:88]=2)[CH:82]=1)=[O:77])[CH2:64][C:65]1[CH:70]=[CH:69][C:68]([O:71]C(C)(C)C)=[CH:67][CH:66]=1)=[O:61])[CH2:54][O:55]C(C)(C)C)=[O:51])[CH2:40][C:41]1[C:49]2[C:44](=[CH:45][CH:46]=[CH:47][CH:48]=2)[NH:43][CH:42]=1)=[O:37])[CH2:11][C:12]1[N:16]=[CH:15][N:14](C(C2C=CC=CC=2)(C2C=CC=CC=2)C2C=CC=CC=2)[CH:13]=1)=[O:8].C(O)(C(F)(F)F)=O, predict the reaction product. The product is: [NH:1]1[C:5](=[O:6])[CH2:4][CH2:3][C@H:2]1[C:7]([NH:9][C@H:10]([C:36]([NH:38][C@H:39]([C:50]([NH:52][C@H:53]([C:60]([NH:62][C@H:63]([C:76]([NH:78][C@@H:79]([C:93]([NH:95][C@H:96]([C:101]([NH:103][C@H:104]([C:129]([N:131]1[CH2:138][CH2:137][CH2:136][C@H:132]1[C:133]([NH2:135])=[O:134])=[O:130])[CH2:105][CH2:106][CH2:107][NH:108][C:109](=[NH:110])[NH2:128])=[O:102])[CH2:97][CH:98]([CH3:99])[CH3:100])=[O:94])[CH2:80][C:81]1[N:85]=[CH:84][N:83]([CH2:86][C:87]2[CH:88]=[CH:89][CH:90]=[CH:91][CH:92]=2)[CH:82]=1)=[O:77])[CH2:64][C:65]1[CH:70]=[CH:69][C:68]([OH:71])=[CH:67][CH:66]=1)=[O:61])[CH2:54][OH:55])=[O:51])[CH2:40][C:41]1[C:49]2[C:44](=[CH:45][CH:46]=[CH:47][CH:48]=2)[NH:43][CH:42]=1)=[O:37])[CH2:11][C:12]1[N:16]=[CH:15][NH:14][CH:13]=1)=[O:8]. (10) The product is: [O:15]1[C:16]2[CH:17]=[CH:18][C:10]([CH2:9][NH:19][C:4](=[N:3][C:1]#[N:2])[S:5][CH3:6])=[CH:11][C:12]=2[O:13][CH2:14]1. Given the reactants [C:1]([N:3]=[C:4](SC)[S:5][CH3:6])#[N:2].[CH2:9]([NH2:19])[C:10]1[CH:18]=[CH:17][C:16]2[O:15][CH2:14][O:13][C:12]=2[CH:11]=1, predict the reaction product.